Dataset: Reaction yield outcomes from USPTO patents with 853,638 reactions. Task: Predict the reaction yield, written as a fraction of the theoretical maximum amount of product (1.0 means a 100% yield; for example, 0.34 means a 34% yield). (1) The reactants are C(OC([N:8]1[C:12]([C:13]2[CH:18]=[CH:17][C:16]([Cl:19])=[CH:15][CH:14]=2)=[C:11]([CH:20]2[CH2:25][CH2:24][CH2:23][CH2:22][CH2:21]2)[C:10]2[S:26][C:27]([C:29]([O:31]C)=[O:30])=[CH:28][C:9]1=2)=O)(C)(C)C.[OH-].[Na+]. The catalyst is C(Cl)Cl.C(O)(C(F)(F)F)=O.CO. The product is [Cl:19][C:16]1[CH:15]=[CH:14][C:13]([C:12]2[NH:8][C:9]3[CH:28]=[C:27]([C:29]([OH:31])=[O:30])[S:26][C:10]=3[C:11]=2[CH:20]2[CH2:21][CH2:22][CH2:23][CH2:24][CH2:25]2)=[CH:18][CH:17]=1. The yield is 0.530. (2) The reactants are Br[C:2]1[N:7]=[N:6][C:5]([NH2:8])=[N:4][C:3]=1[C:9]1[CH:14]=[CH:13][CH:12]=[CH:11][CH:10]=1.[F:15][C:16]1[CH:17]=[C:18]([OH:23])[CH:19]=[C:20]([F:22])[CH:21]=1. No catalyst specified. The product is [F:15][C:16]1[CH:17]=[C:18]([CH:19]=[C:20]([F:22])[CH:21]=1)[O:23][C:2]1[N:7]=[N:6][C:5]([NH2:8])=[N:4][C:3]=1[C:9]1[CH:14]=[CH:13][CH:12]=[CH:11][CH:10]=1. The yield is 0.170.